This data is from Catalyst prediction with 721,799 reactions and 888 catalyst types from USPTO. The task is: Predict which catalyst facilitates the given reaction. Reactant: [C:1]1(=[C:9]([C:25]2[CH:30]=[CH:29][C:28]([OH:31])=[CH:27][CH:26]=2)[C:10]2[CH:15]=[CH:14][C:13](/[CH:16]=[CH:17]/[C:18]([O:20]C(C)(C)C)=[O:19])=[CH:12][CH:11]=2)[CH2:8][CH2:7][CH2:6][CH2:5][CH2:4][CH2:3][CH2:2]1. Product: [C:1]1(=[C:9]([C:25]2[CH:30]=[CH:29][C:28]([OH:31])=[CH:27][CH:26]=2)[C:10]2[CH:15]=[CH:14][C:13](/[CH:16]=[CH:17]/[C:18]([OH:20])=[O:19])=[CH:12][CH:11]=2)[CH2:8][CH2:7][CH2:6][CH2:5][CH2:4][CH2:3][CH2:2]1. The catalyst class is: 557.